Dataset: NCI-60 drug combinations with 297,098 pairs across 59 cell lines. Task: Regression. Given two drug SMILES strings and cell line genomic features, predict the synergy score measuring deviation from expected non-interaction effect. Drug 1: C1=C(C(=O)NC(=O)N1)N(CCCl)CCCl. Drug 2: CCC(=C(C1=CC=CC=C1)C2=CC=C(C=C2)OCCN(C)C)C3=CC=CC=C3.C(C(=O)O)C(CC(=O)O)(C(=O)O)O. Cell line: TK-10. Synergy scores: CSS=4.88, Synergy_ZIP=-4.86, Synergy_Bliss=-1.97, Synergy_Loewe=-3.14, Synergy_HSA=-1.85.